Dataset: Reaction yield outcomes from USPTO patents with 853,638 reactions. Task: Predict the reaction yield, written as a fraction of the theoretical maximum amount of product (1.0 means a 100% yield; for example, 0.34 means a 34% yield). (1) The reactants are CS(C)=O.[CH3:5][C:6]1[CH:7]=[C:8]([OH:20])[C:9]([C:13]2[CH:18]=[C:17]([CH3:19])[CH:16]=[CH:15][N:14]=2)=[N:10][C:11]=1[CH3:12].Cl[C:22]1[C:31]2[C:26](=[CH:27][C:28]([O:34][CH3:35])=[C:29]([O:32][CH3:33])[CH:30]=2)[N:25]=[CH:24][CH:23]=1.C(=O)([O-])[O-].[Cs+].[Cs+]. The catalyst is O. The product is [CH3:33][O:32][C:29]1[CH:30]=[C:31]2[C:26](=[CH:27][C:28]=1[O:34][CH3:35])[N:25]=[CH:24][CH:23]=[C:22]2[O:20][C:8]1[C:9]([C:13]2[CH:18]=[C:17]([CH3:19])[CH:16]=[CH:15][N:14]=2)=[N:10][C:11]([CH3:12])=[C:6]([CH3:5])[CH:7]=1. The yield is 0.450. (2) The reactants are Br[C:2]1[CH:3]=[C:4]2[C:9](=[CH:10][CH:11]=1)[N:8]=[C:7]([Cl:12])[N:6]=[CH:5]2.[CH3:13][O:14][C:15]1[CH:16]=[C:17](B(O)O)[CH:18]=[C:19]([O:21][CH3:22])[CH:20]=1.C([O-])([O-])=O.[Cs+].[Cs+]. The catalyst is C1COCC1.O1CCOCC1.O.Cl[Pd](Cl)([P](C1C=CC=CC=1)(C1C=CC=CC=1)C1C=CC=CC=1)[P](C1C=CC=CC=1)(C1C=CC=CC=1)C1C=CC=CC=1. The product is [Cl:12][C:7]1[N:6]=[CH:5][C:4]2[C:9](=[CH:10][CH:11]=[C:2]([C:17]3[CH:16]=[C:15]([O:14][CH3:13])[CH:20]=[C:19]([O:21][CH3:22])[CH:18]=3)[CH:3]=2)[N:8]=1. The yield is 0.380. (3) The reactants are Br[CH2:2][C:3]1[S:7][C:6]([Cl:8])=[N:5][C:4]=1[Cl:9].[CH3:10][C:11]1[N:16]=[C:15]([SH:17])[N:14]=[C:13]([OH:18])[CH:12]=1.C(N(CC)CC)C. The catalyst is C(O)C. The product is [Cl:8][C:6]1[S:7][C:3]([CH2:2][S:17][C:15]2[N:14]=[C:13]([OH:18])[CH:12]=[C:11]([CH3:10])[N:16]=2)=[C:4]([Cl:9])[N:5]=1. The yield is 0.720. (4) The reactants are Cl.[CH2:2]([O:9][C:10](=[O:16])[C@H:11]1[CH2:15][CH2:14][CH2:13][NH:12]1)[C:3]1[CH:8]=[CH:7][CH:6]=[CH:5][CH:4]=1.C(N(CC)CC)C.[C:24](Cl)(=[O:27])[CH:25]=[CH2:26]. The catalyst is ClCCl. The product is [CH2:2]([O:9][C:10]([C@H:11]1[CH2:15][CH2:14][CH2:13][N:12]1[C:24](=[O:27])[CH:25]=[CH2:26])=[O:16])[C:3]1[CH:4]=[CH:5][CH:6]=[CH:7][CH:8]=1. The yield is 1.00. (5) The reactants are [Cl:1][C:2]1[C:3]([I:15])=[CH:4][C:5]2[O:10][CH:9]([C:11]([OH:13])=O)[CH2:8][NH:7][C:6]=2[CH:14]=1.[F:16][C:17]1[CH:31]=[CH:30][C:20]([CH2:21][C:22]2([C:28]#[N:29])[CH2:27][CH2:26][NH:25][CH2:24][CH2:23]2)=[CH:19][CH:18]=1.CCN=C=NCCCN(C)C.C1C=CC2N(O)N=NC=2C=1.CCN(C(C)C)C(C)C. The catalyst is CN(C=O)C.O. The product is [Cl:1][C:2]1[C:3]([I:15])=[CH:4][C:5]2[O:10][CH:9]([C:11]([N:25]3[CH2:26][CH2:27][C:22]([CH2:21][C:20]4[CH:19]=[CH:18][C:17]([F:16])=[CH:31][CH:30]=4)([C:28]#[N:29])[CH2:23][CH2:24]3)=[O:13])[CH2:8][NH:7][C:6]=2[CH:14]=1. The yield is 0.938. (6) The reactants are [CH3:1][CH:2]([CH3:57])[C@H:3]([NH:52][C:53](=[O:56])[O:54][CH3:55])[C:4]([N:6]1[CH2:10][CH2:9][CH2:8][C@H:7]1[C:11]1[NH:12][CH:13]=[C:14]([C:16]2[CH:21]=[CH:20][C:19]([C:22]3[CH:27]=[CH:26][C:25]([C:28]4[N:29]=[C:30]([CH:33]5[CH2:40][C:36]6([CH2:39][NH:38][CH2:37]6)[CH2:35][N:34]5[C:41](=[O:51])[C@@H:42]([NH:46][C:47]([O:49][CH3:50])=[O:48])[CH:43]([CH3:45])[CH3:44])[NH:31][CH:32]=4)=[CH:24][CH:23]=3)=[CH:18][CH:17]=2)[N:15]=1)=[O:5].[CH3:58][N:59]=[C:60]=[O:61].C(=O)([O-])[O-].[K+].[K+]. The catalyst is C(Cl)Cl. The product is [CH3:1][CH:2]([CH3:57])[C@H:3]([NH:52][C:53](=[O:56])[O:54][CH3:55])[C:4]([N:6]1[CH2:10][CH2:9][CH2:8][C@H:7]1[C:11]1[NH:12][CH:13]=[C:14]([C:16]2[CH:21]=[CH:20][C:19]([C:22]3[CH:23]=[CH:24][C:25]([C:28]4[N:29]=[C:30]([CH:33]5[CH2:40][C:36]6([CH2:37][N:38]([C:60]([NH:59][CH3:58])=[O:61])[CH2:39]6)[CH2:35][N:34]5[C:41](=[O:51])[C@@H:42]([NH:46][C:47]([O:49][CH3:50])=[O:48])[CH:43]([CH3:44])[CH3:45])[NH:31][CH:32]=4)=[CH:26][CH:27]=3)=[CH:18][CH:17]=2)[N:15]=1)=[O:5]. The yield is 0.700. (7) The reactants are [NH2:1][C:2]1[C:7]([F:8])=[C:6](Br)[N:5]=[C:4]([C:10]([O:12][CH3:13])=[O:11])[C:3]=1[Cl:14].[CH3:15][Sn:16]([CH3:22])([CH3:21])[Sn:16]([CH3:22])([CH3:21])[CH3:15]. The catalyst is O1CCOCC1.Cl[Pd](Cl)([P](C1C=CC=CC=1)(C1C=CC=CC=1)C1C=CC=CC=1)[P](C1C=CC=CC=1)(C1C=CC=CC=1)C1C=CC=CC=1. The product is [NH2:1][C:2]1[C:7]([F:8])=[C:6]([Sn:16]([CH3:22])([CH3:21])[CH3:15])[N:5]=[C:4]([C:10]([O:12][CH3:13])=[O:11])[C:3]=1[Cl:14]. The yield is 1.00.